Dataset: Forward reaction prediction with 1.9M reactions from USPTO patents (1976-2016). Task: Predict the product of the given reaction. (1) Given the reactants S(S([O-])=O)([O-])=O.[Na+].[Na+].[CH2:9]([O:11][C:12]([C:14]1[C:18]([N:19]=O)=[C:17]([C:21]2[CH:26]=[CH:25][C:24]([Cl:27])=[CH:23][CH:22]=2)[N:16]([C:28]2[CH:33]=[CH:32][CH:31]=[CH:30][C:29]=2[Cl:34])[N:15]=1)=[O:13])[CH3:10].C(OCC)(=O)C.CCCCCC, predict the reaction product. The product is: [CH2:9]([O:11][C:12]([C:14]1[C:18]([NH2:19])=[C:17]([C:21]2[CH:22]=[CH:23][C:24]([Cl:27])=[CH:25][CH:26]=2)[N:16]([C:28]2[CH:33]=[CH:32][CH:31]=[CH:30][C:29]=2[Cl:34])[N:15]=1)=[O:13])[CH3:10]. (2) Given the reactants [C:1]([NH:4][C:5]1[S:6][CH:7]=[C:8]([CH3:10])[N:9]=1)(=[O:3])[CH3:2].C(=O)([O-])[O-].[Cs+].[Cs+].Br[C:18]1[CH:23]=[CH:22][N:21]=[C:20]([C:24]2([CH3:27])[CH2:26][CH2:25]2)[CH:19]=1, predict the reaction product. The product is: [CH3:10][C:8]1[N:9]=[C:5]([NH:4][C:1](=[O:3])[CH3:2])[S:6][C:7]=1[C:18]1[CH:23]=[CH:22][N:21]=[C:20]([C:24]2([CH3:27])[CH2:26][CH2:25]2)[CH:19]=1.